Dataset: Forward reaction prediction with 1.9M reactions from USPTO patents (1976-2016). Task: Predict the product of the given reaction. (1) Given the reactants [O:1]1[C:5]2[CH:6]=[CH:7][CH:8]=[CH:9][C:4]=2[CH:3]=[C:2]1[C:10]([NH:12][C:13]1([C:19]([NH:21][CH:22]2[CH2:27][CH2:26][N:25]([C:28]3[CH:33]=[CH:32][CH:31]=[CH:30][C:29]=3[N:34]3[CH2:37][C:36]([CH3:39])([CH3:38])[C:35]3=[O:40])[CH2:24][CH:23]2[OH:41])=[O:20])[CH2:18][CH2:17][CH2:16][CH2:15][CH2:14]1)=[O:11].C(N(CC)CC)C, predict the reaction product. The product is: [O:1]1[C:5]2[CH:6]=[CH:7][CH:8]=[CH:9][C:4]=2[CH:3]=[C:2]1[C:10]([NH:12][C:13]1([C:19]([NH:21][CH:22]2[CH2:27][CH2:26][N:25]([C:28]3[CH:33]=[CH:32][CH:31]=[CH:30][C:29]=3[N:34]3[CH2:37][C:36]([CH3:38])([CH3:39])[C:35]3=[O:40])[CH2:24][C:23]2=[O:41])=[O:20])[CH2:18][CH2:17][CH2:16][CH2:15][CH2:14]1)=[O:11]. (2) Given the reactants [Br:1][C:2]1[CH:10]=[C:9]2[C:5]([CH2:6][NH:7][C:8]2=[O:11])=[CH:4][CH:3]=1.[Na+].[I-].[CH3:14]I, predict the reaction product. The product is: [Br:1][C:2]1[CH:10]=[C:9]2[C:5]([CH2:6][N:7]([CH3:14])[C:8]2=[O:11])=[CH:4][CH:3]=1. (3) The product is: [CH2:29]([CH:5]([CH2:6][CH2:7][CH2:8][CH2:9][CH2:10][N:11]1[C:15]([C:16]2[CH:17]=[CH:18][CH:19]=[CH:20][CH:21]=2)=[C:14]([C:22]2[CH:27]=[CH:26][CH:25]=[CH:24][CH:23]=2)[N:13]=[C:12]1[CH3:28])[C:4]([OH:32])=[O:3])[CH3:30]. Given the reactants C([O:3][C:4](=[O:32])[CH:5]([CH:29](C)[CH3:30])[CH2:6][CH2:7][CH2:8][CH2:9][CH2:10][N:11]1[C:15]([C:16]2[CH:21]=[CH:20][CH:19]=[CH:18][CH:17]=2)=[C:14]([C:22]2[CH:27]=[CH:26][CH:25]=[CH:24][CH:23]=2)[N:13]=[C:12]1[CH3:28])C.[OH-].[Na+], predict the reaction product. (4) Given the reactants [NH2:1][C:2]1[C:11]2[C:6](=[CH:7][C:8]([CH2:12][N:13]3[CH2:18][CH2:17][NH:16][CH:15]([CH3:19])[C:14]3=[O:20])=[CH:9][CH:10]=2)[N:5]=[CH:4][N:3]=1.Br[CH2:22][C:23]1[N:24]=[CH:25][C:26]2[C:31]([CH:32]=1)=[CH:30][CH:29]=[C:28]([Cl:33])[CH:27]=2.C([O-])([O-])=O.[K+].[K+], predict the reaction product. The product is: [NH2:1][C:2]1[C:11]2[C:6](=[CH:7][C:8]([CH2:12][N:13]3[CH2:18][CH2:17][N:16]([CH2:22][C:23]4[N:24]=[CH:25][C:26]5[C:31]([CH:32]=4)=[CH:30][CH:29]=[C:28]([Cl:33])[CH:27]=5)[C@@H:15]([CH3:19])[C:14]3=[O:20])=[CH:9][CH:10]=2)[N:5]=[CH:4][N:3]=1. (5) Given the reactants Br[C:2]1[CH:3]=[C:4]([CH:12]([CH3:14])[CH3:13])[CH:5]=[C:6]2[C:11]=1[N:10]=[CH:9][CH:8]=[CH:7]2.[CH:15]([C:17]1[CH:18]=[C:19](B(O)O)[CH:20]=[CH:21][CH:22]=1)=[O:16].C(=O)([O-])[O-].[Na+].[Na+], predict the reaction product. The product is: [CH:12]([C:4]1[CH:5]=[C:6]2[C:11](=[C:2]([C:21]3[CH:22]=[C:17]([CH:18]=[CH:19][CH:20]=3)[CH:15]=[O:16])[CH:3]=1)[N:10]=[CH:9][CH:8]=[CH:7]2)([CH3:14])[CH3:13]. (6) The product is: [Cl:1][C:2]1[CH:3]=[C:4]2[C:9](=[CH:10][C:11]=1[O:12][C:13]1[CH:18]=[CH:17][C:16]([C:19](=[O:35])[NH:20][CH2:21][CH2:22][C:23]3[CH:28]=[CH:27][C:26]([C:29]([F:30])([F:32])[F:31])=[CH:25][C:24]=3[O:33][CH3:34])=[CH:15][CH:14]=1)[O:8][CH2:7][CH2:6][CH:5]2[C:36]([OH:38])=[O:37]. Given the reactants [Cl:1][C:2]1[CH:3]=[C:4]2[C:9](=[CH:10][C:11]=1[O:12][C:13]1[CH:18]=[CH:17][C:16]([C:19](=[O:35])[NH:20][CH2:21][CH2:22][C:23]3[CH:28]=[CH:27][C:26]([C:29]([F:32])([F:31])[F:30])=[CH:25][C:24]=3[O:33][CH3:34])=[CH:15][CH:14]=1)[O:8][CH2:7][CH2:6][CH:5]2[C:36]([O:38]CC)=[O:37].[OH-].[Na+].C(O)C, predict the reaction product. (7) Given the reactants [ClH:1].Cl.[CH3:3][C:4]([CH3:16])([CH2:9][N:10]1[CH2:15][CH2:14][NH:13][CH2:12][CH2:11]1)[C:5]([O:7][CH3:8])=[O:6].C(=O)(O)[O-].[Na+], predict the reaction product. The product is: [ClH:1].[CH3:3][C:4]([CH3:16])([CH2:9][N:10]1[CH2:15][CH2:14][NH:13][CH2:12][CH2:11]1)[C:5]([O:7][CH3:8])=[O:6].